From a dataset of Reaction yield outcomes from USPTO patents with 853,638 reactions. Predict the reaction yield, written as a fraction of the theoretical maximum amount of product (1.0 means a 100% yield; for example, 0.34 means a 34% yield). (1) The reactants are [CH3:1][O:2][C:3]1[CH:4]=[C:5]([CH2:11][CH2:12][C:13]2[CH:14]=[C:15]([NH:18][C:19](=[O:27])[C:20]3[CH:25]=[CH:24][C:23](F)=[CH:22][CH:21]=3)[NH:16][N:17]=2)[CH:6]=[C:7]([O:9][CH3:10])[CH:8]=1.[CH3:28][C:29]1([CH3:35])[CH2:34][NH:33][CH2:32][CH2:31][NH:30]1.C(=O)([O-])[O-].[K+].[K+]. The catalyst is CS(C)=O. The product is [CH3:1][O:2][C:3]1[CH:4]=[C:5]([CH2:11][CH2:12][C:13]2[CH:14]=[C:15]([NH:18][C:19](=[O:27])[C:20]3[CH:25]=[CH:24][C:23]([N:33]4[CH2:32][CH2:31][NH:30][C:29]([CH3:35])([CH3:28])[CH2:34]4)=[CH:22][CH:21]=3)[NH:16][N:17]=2)[CH:6]=[C:7]([O:9][CH3:10])[CH:8]=1. The yield is 0.0200. (2) The reactants are [C:1]([O:5][C:6]([N:8]1[CH2:13][CH2:12][CH:11]([N:14]2[C@H:18]([C:19]3[CH:24]=[CH:23][CH:22]=[CH:21][CH:20]=3)[CH2:17][NH:16][C:15]2=[O:25])[CH2:10][CH2:9]1)=[O:7])([CH3:4])([CH3:3])[CH3:2].[H-].[Na+].Cl[C:29]([O:31][CH3:32])=[O:30]. The catalyst is C1COCC1. The product is [C:1]([O:5][C:6]([N:8]1[CH2:9][CH2:10][CH:11]([N:14]2[C@H:18]([C:19]3[CH:20]=[CH:21][CH:22]=[CH:23][CH:24]=3)[CH2:17][N:16]([C:29]([O:31][CH3:32])=[O:30])[C:15]2=[O:25])[CH2:12][CH2:13]1)=[O:7])([CH3:4])([CH3:2])[CH3:3]. The yield is 0.550. (3) The reactants are [CH3:1][O:2][CH2:3][CH2:4][O:5][CH2:6][O:7][C:8]1[C:13]([C:14]2[CH:19]=[CH:18][CH:17]=[CH:16][CH:15]=2)=[CH:12][C:11](C=O)=[CH:10][C:9]=1[C:22]1[CH:27]=[CH:26][CH:25]=[CH:24][CH:23]=1.C1C=C(Cl)C=C(C(OO)=[O:36])C=1.[OH-].[K+]. The catalyst is C(Cl)Cl. The product is [CH3:1][O:2][CH2:3][CH2:4][O:5][CH2:6][O:7][C:8]1[C:13]([C:14]2[CH:19]=[CH:18][CH:17]=[CH:16][CH:15]=2)=[CH:12][C:11]([OH:36])=[CH:10][C:9]=1[C:22]1[CH:23]=[CH:24][CH:25]=[CH:26][CH:27]=1. The yield is 0.610. (4) The catalyst is C1(C)C=CC=CC=1. The reactants are [C:1]([S:5]([N:7]=[C:8]1[CH2:13][CH2:12][CH:11]([NH:14][C:15](=[O:21])[O:16][C:17]([CH3:20])([CH3:19])[CH3:18])[CH2:10][CH2:9]1)=[O:6])([CH3:4])([CH3:3])[CH3:2].[CH3:22][Al](C)C.[Li]C.COCOC. The product is [CH3:2][C:1]([CH3:4])([S:5]([NH:7][C:8]1([CH3:22])[CH2:13][CH2:12][CH:11]([NH:14][C:15](=[O:21])[O:16][C:17]([CH3:20])([CH3:19])[CH3:18])[CH2:10][CH2:9]1)=[O:6])[CH3:3]. The yield is 0.330.